The task is: Binary Classification. Given a drug SMILES string, predict its activity (active/inactive) in a high-throughput screening assay against a specified biological target.. This data is from Cav3 T-type calcium channel HTS with 100,875 compounds. The drug is s1c2CC(CCc2c(c1NC(=O)c1sccc1)C(=O)N)CCC. The result is 0 (inactive).